This data is from Forward reaction prediction with 1.9M reactions from USPTO patents (1976-2016). The task is: Predict the product of the given reaction. (1) Given the reactants [F:1][C:2]1[CH:27]=[CH:26][CH:25]=[CH:24][C:3]=1[CH2:4][N:5]1[C:9]([C:10]2[CH:15]=[CH:14][CH:13]=[C:12]([O:16]C)[N:11]=2)=[CH:8][C:7]([C:18]2[CH:23]=[CH:22][CH:21]=[CH:20][N:19]=2)=[N:6]1.Br.C(=O)(O)[O-].[Na+], predict the reaction product. The product is: [F:1][C:2]1[CH:27]=[CH:26][CH:25]=[CH:24][C:3]=1[CH2:4][N:5]1[C:9]([C:10]2[N:11]=[C:12]([OH:16])[CH:13]=[CH:14][CH:15]=2)=[CH:8][C:7]([C:18]2[CH:23]=[CH:22][CH:21]=[CH:20][N:19]=2)=[N:6]1. (2) Given the reactants [C:1]1([C:25]2[CH:30]=[CH:29][CH:28]=[CH:27][CH:26]=2)[CH:6]=[CH:5][C:4]([NH:7][C:8]([C:10]2[CH:19]=[CH:18][C:13]([C:14]([O:16][CH3:17])=[O:15])=[C:12]([NH:20][C:21](=[O:24])[CH2:22]Cl)[CH:11]=2)=[O:9])=[CH:3][CH:2]=1.[NH:31]1[CH2:36][CH2:35][O:34][CH2:33][CH2:32]1.C(N(CC)CC)C.[I-].[K+], predict the reaction product. The product is: [C:1]1([C:25]2[CH:30]=[CH:29][CH:28]=[CH:27][CH:26]=2)[CH:6]=[CH:5][C:4]([NH:7][C:8]([C:10]2[CH:19]=[CH:18][C:13]([C:14]([O:16][CH3:17])=[O:15])=[C:12]([NH:20][C:21](=[O:24])[CH2:22][N:31]3[CH2:36][CH2:35][O:34][CH2:33][CH2:32]3)[CH:11]=2)=[O:9])=[CH:3][CH:2]=1.